This data is from Reaction yield outcomes from USPTO patents with 853,638 reactions. The task is: Predict the reaction yield, written as a fraction of the theoretical maximum amount of product (1.0 means a 100% yield; for example, 0.34 means a 34% yield). (1) The reactants are C([NH:5][C:6](=[O:26])[C:7]1[C:12]([C:13]2[CH:18]=[CH:17][CH:16]=[CH:15][C:14]=2[CH3:19])=[CH:11][C:10]([N:20]2[CH2:25][CH2:24][O:23][CH2:22][CH2:21]2)=[N:9][CH:8]=1)(C)(C)C.CS(O)(=O)=O. No catalyst specified. The product is [N:20]1([C:10]2[CH:11]=[C:12]([C:13]3[CH:18]=[CH:17][CH:16]=[CH:15][C:14]=3[CH3:19])[C:7]([C:6]([NH2:5])=[O:26])=[CH:8][N:9]=2)[CH2:21][CH2:22][O:23][CH2:24][CH2:25]1. The yield is 0.960. (2) The reactants are [CH:1]([OH:4])([CH3:3])[CH3:2].[H-].[Na+].[Cl:7][C:8]1[CH:13]=[CH:12][CH:11]=[C:10](Cl)[N:9]=1.O. The catalyst is C1COCC1. The product is [Cl:7][C:8]1[CH:13]=[CH:12][CH:11]=[C:10]([O:4][CH:1]([CH3:3])[CH3:2])[N:9]=1. The yield is 0.820. (3) The reactants are [OH:1][C:2]1[CH:9]=[CH:8][C:5]([CH:6]=[O:7])=[CH:4][CH:3]=1.F[C:11]1[CH:16]=[CH:15][CH:14]=[CH:13][N:12]=1.[H-].[Na+]. The catalyst is CN(C)C=O. The product is [N:12]1[CH:13]=[CH:14][CH:15]=[CH:16][C:11]=1[O:1][C:2]1[CH:9]=[CH:8][C:5]([CH:6]=[O:7])=[CH:4][CH:3]=1. The yield is 0.570. (4) The reactants are [C:1]([O:5][C:6]([N:8]1[CH2:17][CH2:16][C:15]2[C:10](=[CH:11][CH:12]=[C:13](OS(C(F)(F)F)(=O)=O)[CH:14]=2)[CH2:9]1)=[O:7])([CH3:4])([CH3:3])[CH3:2].[S:26]1[CH:30]=[CH:29][C:28](B(O)O)=[CH:27]1.C(=O)([O-])[O-].[Na+].[Na+].C(O)C. The catalyst is C1(C)C=CC=CC=1.C(=O)(O)[O-].[Na+].C1C=CC(C#N)=CC=1.C1C=CC(C#N)=CC=1.Cl[Pd]Cl.C1(P(C2C=CC=CC=2)CCCCP(C2C=CC=CC=2)C2C=CC=CC=2)C=CC=CC=1. The product is [C:1]([O:5][C:6]([N:8]1[CH2:17][CH2:16][C:15]2[C:10](=[CH:11][CH:12]=[C:13]([C:28]3[CH:29]=[CH:30][S:26][CH:27]=3)[CH:14]=2)[CH2:9]1)=[O:7])([CH3:2])([CH3:3])[CH3:4]. The yield is 1.00.